The task is: Predict the reaction yield, written as a fraction of the theoretical maximum amount of product (1.0 means a 100% yield; for example, 0.34 means a 34% yield).. This data is from Reaction yield outcomes from USPTO patents with 853,638 reactions. (1) The reactants are [CH:1]([C@H:4]1[CH2:8][O:7][C:6](=[O:9])[NH:5]1)([CH3:3])[CH3:2].[Li]CCCC.[Cl:15][C:16]1[CH:21]=[CH:20][C:19]([CH2:22][C:23](Cl)=[O:24])=[CH:18][CH:17]=1. The catalyst is C1COCC1. The product is [Cl:15][C:16]1[CH:21]=[CH:20][C:19]([CH2:22][C:23]([N:5]2[C@@H:4]([CH:1]([CH3:3])[CH3:2])[CH2:8][O:7][C:6]2=[O:9])=[O:24])=[CH:18][CH:17]=1. The yield is 0.530. (2) The reactants are [C:1]([O:5][C:6]([NH:8][CH:9]([CH2:16]OS(C)(=O)=O)[C:10]([O:12][CH:13]([CH3:15])[CH3:14])=[O:11])=[O:7])([CH3:4])([CH3:3])[CH3:2].[C:22]1([CH3:32])[CH:27]=[CH:26][CH:25]=[CH:24][C:23]=1[CH2:28][C:29](=[O:31])[CH3:30].C([O-])([O-])=O.[Cs+].[Cs+]. The catalyst is C1COCC1.CS(C)=O. The product is [C:1]([O:5][C:6]([NH:8][CH:9]([CH2:16][CH:28]([C:23]1[CH:24]=[CH:25][CH:26]=[CH:27][C:22]=1[CH3:32])[C:29](=[O:31])[CH3:30])[C:10]([O:12][CH:13]([CH3:14])[CH3:15])=[O:11])=[O:7])([CH3:2])([CH3:3])[CH3:4]. The yield is 0.650. (3) The reactants are [OH:1][C@@H:2]1[C@@H:6]([OH:7])[CH2:5][N:4]([C:8](=[O:31])[CH2:9][NH:10][C:11](=[O:30])[CH2:12][NH:13][C:14](=[O:29])[C@@H:15]([NH:17][C:18](=[O:28])[CH2:19][NH:20][C:21]2[S:22][C:23]([CH:26]=[O:27])=[CH:24][N:25]=2)[CH3:16])[C@@H:3]1[CH2:32][C:33]1[CH:38]=[CH:37][C:36]([O:39][CH3:40])=[CH:35][CH:34]=1.[BH4-].[Na+]. The catalyst is CCO.O. The product is [OH:1][C@@H:2]1[C@@H:6]([OH:7])[CH2:5][N:4]([C:8](=[O:31])[CH2:9][NH:10][C:11](=[O:30])[CH2:12][NH:13][C:14](=[O:29])[C@@H:15]([NH:17][C:18](=[O:28])[CH2:19][NH:20][C:21]2[S:22][C:23]([CH2:26][OH:27])=[CH:24][N:25]=2)[CH3:16])[C@@H:3]1[CH2:32][C:33]1[CH:34]=[CH:35][C:36]([O:39][CH3:40])=[CH:37][CH:38]=1. The yield is 1.00. (4) The reactants are [NH:1]([C:5]1[CH:10]=[CH:9][C:8]([OH:11])=[CH:7][CH:6]=1)[C:2]([CH3:4])=[O:3].[C:12](Cl)([Cl:14])=[O:13].C(N(CC)C1C=CC=CC=1)C. The catalyst is C(OCC)(=O)C. The product is [C:12]([Cl:14])(=[O:13])[O:11][C:8]1[CH:9]=[CH:10][C:5]([NH:1][C:2](=[O:3])[CH3:4])=[CH:6][CH:7]=1. The yield is 0.733. (5) The reactants are [Br:1][C:2]1[CH:9]=[CH:8][C:5]([CH2:6]Br)=[CH:4][CH:3]=1.[H-].[Na+].Cl[C:13]1[CH:18]=[C:17]([C:19]([F:22])([F:21])[F:20])[C:16]([Cl:23])=[CH:15][N:14]=1.[O:24]1CCCC1. No catalyst specified. The product is [Br:1][C:2]1[CH:9]=[CH:8][C:5]([CH2:6][O:24][C:13]2[CH:18]=[C:17]([C:19]([F:22])([F:21])[F:20])[C:16]([Cl:23])=[CH:15][N:14]=2)=[CH:4][CH:3]=1. The yield is 0.710. (6) The product is [C:1]([O:5][C:6]([N:8]1[CH2:13][CH2:12][N:11]([C:14]2[CH:15]=[CH:16][C:17]([C:20]3[C:25]([C:26]([O:28][CH2:29][CH3:30])=[O:27])=[C:24]([C:31]4[C:36]([F:37])=[CH:35][CH:34]=[C:33]([F:38])[C:32]=4[F:39])[N:23]=[C:22]4[NH:40][N:41]=[C:42]([C:43]5[S:44][CH:45]=[CH:46][CH:47]=5)[C:21]=34)=[CH:18][CH:19]=2)[CH2:10][CH2:9]1)=[O:7])([CH3:2])([CH3:3])[CH3:4]. The reactants are [C:1]([O:5][C:6]([N:8]1[CH2:13][CH2:12][N:11]([C:14]2[CH:19]=[CH:18][C:17]([CH:20]3[C:25]([C:26]([O:28][CH2:29][CH3:30])=[O:27])=[C:24]([C:31]4[C:36]([F:37])=[CH:35][CH:34]=[C:33]([F:38])[C:32]=4[F:39])[NH:23][C:22]4[NH:40][N:41]=[C:42]([C:43]5[S:44][CH:45]=[CH:46][CH:47]=5)[C:21]3=4)=[CH:16][CH:15]=2)[CH2:10][CH2:9]1)=[O:7])([CH3:4])([CH3:3])[CH3:2]. The catalyst is ClCCl.[O-2].[Mn+2]. The yield is 0.850.